This data is from Catalyst prediction with 721,799 reactions and 888 catalyst types from USPTO. The task is: Predict which catalyst facilitates the given reaction. (1) Reactant: CS(O[C@@H:6]1[C:16]2[C:11](=[N:12][CH:13]=[CH:14][CH:15]=2)[C@H:10]([O:17][Si:18]([CH:25]([CH3:27])[CH3:26])([CH:22]([CH3:24])[CH3:23])[CH:19]([CH3:21])[CH3:20])[CH2:9][CH2:8][C@H:7]1[C:28]1[CH:33]=[CH:32][CH:31]=[C:30]([F:34])[C:29]=1[F:35])(=O)=O.[Li+].[B-](CC)(CC)CC.CCOC(C)=O.CCCCCC. Product: [F:35][C:29]1[C:30]([F:34])=[CH:31][CH:32]=[CH:33][C:28]=1[C@@H:7]1[CH2:8][CH2:9][C@@H:10]([O:17][Si:18]([CH:22]([CH3:24])[CH3:23])([CH:25]([CH3:27])[CH3:26])[CH:19]([CH3:20])[CH3:21])[C:11]2=[N:12][CH:13]=[CH:14][CH:15]=[C:16]2[CH2:6]1. The catalyst class is: 1. (2) Reactant: [NH2:1][C:2]1[CH:3]=[C:4]([O:16][CH2:17][CH2:18][CH2:19][O:20][CH3:21])[CH:5]=[C:6]2[C:10]=1[NH:9][C:8]([C:11]([O:13][CH2:14][CH3:15])=[O:12])=[CH:7]2.[N:22]1[CH:27]=[CH:26][CH:25]=[CH:24][C:23]=1[S:28](Cl)(=[O:30])=[O:29]. Product: [CH3:21][O:20][CH2:19][CH2:18][CH2:17][O:16][C:4]1[CH:5]=[C:6]2[C:10](=[C:2]([NH:1][S:28]([C:23]3[CH:24]=[CH:25][CH:26]=[CH:27][N:22]=3)(=[O:30])=[O:29])[CH:3]=1)[NH:9][C:8]([C:11]([O:13][CH2:14][CH3:15])=[O:12])=[CH:7]2. The catalyst class is: 17. (3) Reactant: [CH3:1][O:2][C:3]1[CH:8]=[CH:7][C:6]([C:9]2[C:17]3[C:12](=[C:13]([C:18]([F:21])([F:20])[F:19])[CH:14]=[CH:15][CH:16]=3)[NH:11][N:10]=2)=[CH:5][CH:4]=1.[CH2:22](Br)[C:23]1[CH:28]=[CH:27][CH:26]=[CH:25][CH:24]=1.C(OCC)(=O)C. The catalyst class is: 3. Product: [CH2:22]([N:10]1[C:9]([C:6]2[CH:5]=[CH:4][C:3]([O:2][CH3:1])=[CH:8][CH:7]=2)=[C:17]2[C:12]([C:13]([C:18]([F:21])([F:19])[F:20])=[CH:14][CH:15]=[CH:16]2)=[N:11]1)[C:23]1[CH:28]=[CH:27][CH:26]=[CH:25][CH:24]=1.